This data is from Full USPTO retrosynthesis dataset with 1.9M reactions from patents (1976-2016). The task is: Predict the reactants needed to synthesize the given product. (1) Given the product [NH2:1][C:4]1[CH:5]=[CH:6][C:7]([CH2:10][CH2:11][C:12]#[N:13])=[CH:8][CH:9]=1, predict the reactants needed to synthesize it. The reactants are: [N+:1]([C:4]1[CH:9]=[CH:8][C:7]([CH2:10][CH2:11][C:12]#[N:13])=[CH:6][CH:5]=1)([O-])=O. (2) The reactants are: C[Si](C)(C)[C:3]#[C:4][CH2:5][CH2:6][CH2:7][CH2:8][N:9]1[CH2:14][CH2:13][N:12]([C:15]2[CH:16]=[CH:17][C:18]3[O:22][C:21]([C:23]([NH2:25])=[O:24])=[CH:20][C:19]=3[CH:26]=2)[CH2:11][CH2:10]1.[NH2:29][C:30]1[C:37](I)=[CH:36][C:33]([C:34]#[N:35])=[CH:32][N:31]=1.[Cl-].[Li+].C(=O)([O-])[O-].[Na+].[Na+]. Given the product [C:34]([C:33]1[CH:36]=[C:37]2[C:4]([CH2:5][CH2:6][CH2:7][CH2:8][N:9]3[CH2:14][CH2:13][N:12]([C:15]4[CH:16]=[CH:17][C:18]5[O:22][C:21]([C:23]([NH2:25])=[O:24])=[CH:20][C:19]=5[CH:26]=4)[CH2:11][CH2:10]3)=[CH:3][NH:29][C:30]2=[N:31][CH:32]=1)#[N:35], predict the reactants needed to synthesize it. (3) Given the product [C:1]([C:5]1[N:6]=[C:7]([NH:10][C:11]([C:13]2[CH:49]=[CH:48][N:16]3[C:17](=[O:47])[C:18](/[CH:38]=[CH:39]/[C:40]([OH:42])=[O:41])=[C:19]([N:21]4[CH2:26][CH2:25][CH2:24][C@@H:23]([O:27][C:28]([NH:30][CH2:31][CH2:32][N:33]5[CH2:37][CH2:36][CH2:35][CH2:34]5)=[O:29])[CH2:22]4)[N:20]=[C:15]3[CH:14]=2)=[O:12])[S:8][CH:9]=1)([CH3:4])([CH3:2])[CH3:3], predict the reactants needed to synthesize it. The reactants are: [C:1]([C:5]1[N:6]=[C:7]([NH:10][C:11]([C:13]2[CH:49]=[CH:48][N:16]3[C:17](=[O:47])[C:18](/[CH:38]=[CH:39]/[C:40]([O:42]C(C)(C)C)=[O:41])=[C:19]([N:21]4[CH2:26][CH2:25][CH2:24][C@@H:23]([O:27][C:28]([NH:30][CH2:31][CH2:32][N:33]5[CH2:37][CH2:36][CH2:35][CH2:34]5)=[O:29])[CH2:22]4)[N:20]=[C:15]3[CH:14]=2)=[O:12])[S:8][CH:9]=1)([CH3:4])([CH3:3])[CH3:2]. (4) Given the product [CH3:1][N:2]([CH2:4]/[CH:5]=[CH:6]/[C:7]([NH:9][C:10]1[CH:11]=[C:12]2[C:25]([NH:26][C:27]3[CH:28]=[CH:29][C:30]([F:34])=[C:31]([Cl:33])[CH:32]=3)=[N:24][CH:23]=[N:22][C:13]2=[CH:14][C:15]=1[O:16][C@@H:17]1[CH2:21][O:20][CH2:19][CH2:18]1)=[O:8])[CH3:3].[C:35]([O-:47])(=[O:46])[CH2:36][C:37]([CH2:42][C:43]([O-:45])=[O:44])([C:39]([O-:41])=[O:40])[OH:38], predict the reactants needed to synthesize it. The reactants are: [CH3:1][N:2]([CH2:4]/[CH:5]=[CH:6]/[C:7]([NH:9][C:10]1[CH:11]=[C:12]2[C:25]([NH:26][C:27]3[CH:28]=[CH:29][C:30]([F:34])=[C:31]([Cl:33])[CH:32]=3)=[N:24][CH:23]=[N:22][C:13]2=[CH:14][C:15]=1[O:16][C@@H:17]1[CH2:21][O:20][CH2:19][CH2:18]1)=[O:8])[CH3:3].[C:35]([OH:47])(=[O:46])[CH2:36][C:37]([CH2:42][C:43]([OH:45])=[O:44])([C:39]([OH:41])=[O:40])[OH:38].